This data is from Forward reaction prediction with 1.9M reactions from USPTO patents (1976-2016). The task is: Predict the product of the given reaction. (1) Given the reactants [Cl-:1].[Cl-].[Cl-].[CH:4]1([Zr+3:9])[CH:8]=[CH:7][CH:6]=[CH:5]1.[CH3:10][Si:11]1([CH:15]2[C:23]3[C:18](=[CH:19][CH:20]=[CH:21][CH:22]=3)[CH:17]=[CH:16]2)[CH2:14][CH2:13][CH2:12]1.[Li], predict the reaction product. The product is: [Cl-:1].[Cl-:1].[CH3:10][Si:11]1([C:15]2[CH:23]([Zr+2:9][CH:4]3[CH:8]=[CH:7][CH:6]=[CH:5]3)[C:18]3[C:17]([CH:16]=2)=[CH:22][CH:21]=[CH:20][CH:19]=3)[CH2:12][CH2:13][CH2:14]1. (2) Given the reactants [H-].[H-].[H-].[H-].[Li+].[Al+3].[NH2:7][C:8]1([C:21](OC)=[O:22])[CH2:13][CH2:12][N:11]([CH2:14][C:15]2[CH:20]=[CH:19][CH:18]=[CH:17][CH:16]=2)[CH2:10][CH2:9]1, predict the reaction product. The product is: [NH2:7][C:8]1([CH2:21][OH:22])[CH2:13][CH2:12][N:11]([CH2:14][C:15]2[CH:20]=[CH:19][CH:18]=[CH:17][CH:16]=2)[CH2:10][CH2:9]1. (3) Given the reactants [CH2:1]([C:3]1[N:17]([C@@H:18]2[C:26]3[C:21](=[CH:22][C:23]([C:27]4[CH:32]=[CH:31][CH:30]=[CH:29][C:28]=4[C:33]4[N:37](C(C5C=CC=CC=5)(C5C=CC=CC=5)C5C=CC=CC=5)[N:36]=[N:35][N:34]=4)=[CH:24][CH:25]=3)[CH2:20][CH2:19]2)[C:6]2=[N:7][C:8]([CH2:12][O:13][CH:14]([CH3:16])[CH3:15])=[CH:9][C:10]([CH3:11])=[C:5]2[N:4]=1)[CH3:2], predict the reaction product. The product is: [NH:37]1[C:33]([C:28]2[CH:29]=[CH:30][CH:31]=[CH:32][C:27]=2[C:23]2[CH:22]=[C:21]3[C:26](=[CH:25][CH:24]=2)[C@@H:18]([N:17]2[C:6]4=[N:7][C:8]([CH2:12][O:13][CH:14]([CH3:15])[CH3:16])=[CH:9][C:10]([CH3:11])=[C:5]4[N:4]=[C:3]2[CH2:1][CH3:2])[CH2:19][CH2:20]3)=[N:34][N:35]=[N:36]1. (4) Given the reactants [CH2:1]([O:3][C:4]([C:6]1[C:7]([C:21]2[CH:26]=[CH:25][C:24]([F:27])=[CH:23][CH:22]=2)=[C:8]2[N:13]([CH:14]=1)[CH:12]=[C:11]([CH2:15]OS(C)(=O)=O)[CH:10]=[CH:9]2)=[O:5])[CH3:2].[N-:28]=[N+:29]=[N-:30].[Na+], predict the reaction product. The product is: [CH2:1]([O:3][C:4]([C:6]1[C:7]([C:21]2[CH:26]=[CH:25][C:24]([F:27])=[CH:23][CH:22]=2)=[C:8]2[N:13]([CH:14]=1)[CH:12]=[C:11]([CH2:15][N:28]=[N+:29]=[N-:30])[CH:10]=[CH:9]2)=[O:5])[CH3:2]. (5) The product is: [CH3:10][O:9][CH:8]([O:11][CH3:12])[C:6]1[CH:5]=[CH:4][C:3]([F:13])=[C:2]([CH:7]=1)[CH:19]=[O:20]. Given the reactants Br[C:2]1[CH:7]=[C:6]([CH:8]([O:11][CH3:12])[O:9][CH3:10])[CH:5]=[CH:4][C:3]=1[F:13].C([Li])CCC.[CH:19](N1CCOCC1)=[O:20].[Cl-].[NH4+], predict the reaction product.